From a dataset of Peptide-MHC class I binding affinity with 185,985 pairs from IEDB/IMGT. Regression. Given a peptide amino acid sequence and an MHC pseudo amino acid sequence, predict their binding affinity value. This is MHC class I binding data. (1) The peptide sequence is FTRRLAGTF. The MHC is HLA-B15:01 with pseudo-sequence HLA-B15:01. The binding affinity (normalized) is 0.575. (2) The peptide sequence is RTSKTSLER. The MHC is HLA-A32:01 with pseudo-sequence HLA-A32:01. The binding affinity (normalized) is 0.00799. (3) The peptide sequence is SLYPPCLFK. The MHC is HLA-B15:42 with pseudo-sequence HLA-B15:42. The binding affinity (normalized) is 0.213. (4) The peptide sequence is IPQELDSWWTSL. The MHC is H-2-Ld with pseudo-sequence YESYYRIIAGQWFVNTLYLWYEFYTWAAYAYEWY. The binding affinity (normalized) is 0.468. (5) The peptide sequence is ELLDHLLLF. The MHC is HLA-A29:02 with pseudo-sequence HLA-A29:02. The binding affinity (normalized) is 0.738. (6) The peptide sequence is LGADSSIAY. The MHC is HLA-A23:01 with pseudo-sequence HLA-A23:01. The binding affinity (normalized) is 0.